Task: Predict the product of the given reaction.. Dataset: Forward reaction prediction with 1.9M reactions from USPTO patents (1976-2016) (1) Given the reactants [OH:1][C:2]1[CH:31]=[CH:30][C:5]([CH2:6][C:7]2[C:16]3[C:11](=[CH:12][C:13]([O:17][CH3:18])=[CH:14][CH:15]=3)[O:10][C:9](=[O:19])[C:8]=2[C:20]2[CH:25]=[CH:24][C:23]([C:26]([F:29])([F:28])[F:27])=[CH:22][CH:21]=2)=[CH:4][CH:3]=1.[C:32](Cl)(=[O:37])[C:33]([CH3:36])([CH3:35])[CH3:34].N1C=CN=C1, predict the reaction product. The product is: [CH3:18][O:17][C:13]1[CH:12]=[C:11]2[C:16]([C:7]([CH2:6][C:5]3[CH:30]=[CH:31][C:2]([O:1][C:32](=[O:37])[C:33]([CH3:36])([CH3:35])[CH3:34])=[CH:3][CH:4]=3)=[C:8]([C:20]3[CH:25]=[CH:24][C:23]([C:26]([F:29])([F:27])[F:28])=[CH:22][CH:21]=3)[C:9](=[O:19])[O:10]2)=[CH:15][CH:14]=1. (2) Given the reactants Br[C:2]1[CH:3]=[C:4]([C:8]2[N:12]3[CH:13]=[CH:14][C:15]4[C:20]([C:11]3=[N:10][N:9]=2)=[CH:19][CH:18]=[CH:17][CH:16]=4)[CH:5]=[CH:6][CH:7]=1.[CH:21]1[C:33]2[NH:32][C:31]3[C:26](=[CH:27][CH:28]=[CH:29][CH:30]=3)[C:25]=2[CH:24]=[CH:23][CH:22]=1.C1OCCOCCOCCOCCOCCOC1.C(=O)([O-])[O-].[K+].[K+], predict the reaction product. The product is: [CH:30]1[C:31]2[N:32]([C:2]3[CH:3]=[C:4]([C:8]4[N:12]5[CH:13]=[CH:14][C:15]6[C:20]([C:11]5=[N:10][N:9]=4)=[CH:19][CH:18]=[CH:17][CH:16]=6)[CH:5]=[CH:6][CH:7]=3)[C:33]3[C:25](=[CH:24][CH:23]=[CH:22][CH:21]=3)[C:26]=2[CH:27]=[CH:28][CH:29]=1. (3) Given the reactants C(OC([N:8]1[CH2:11][CH:10]([O:12][C:13]2[CH:17]=[C:16]([C:18]3[CH:23]=[CH:22][C:21]([Cl:24])=[CH:20][CH:19]=3)[N:15]([C:25]3[CH:30]=[CH:29][CH:28]=[CH:27][C:26]=3[O:31][CH3:32])[N:14]=2)[CH2:9]1)=O)(C)(C)C.Cl, predict the reaction product. The product is: [ClH:24].[NH:8]1[CH2:9][CH:10]([O:12][C:13]2[CH:17]=[C:16]([C:18]3[CH:19]=[CH:20][C:21]([Cl:24])=[CH:22][CH:23]=3)[N:15]([C:25]3[CH:30]=[CH:29][CH:28]=[CH:27][C:26]=3[O:31][CH3:32])[N:14]=2)[CH2:11]1. (4) Given the reactants COC1C(CC=C(C)C)=C(OC2CCCCO2)C=CC=1C=O.[CH3:23][O:24][C:25]1[C:30]([CH2:31][CH:32]=[C:33]([CH3:35])[CH3:34])=[C:29]([OH:36])[CH:28]=[CH:27][C:26]=1[CH:37]=[CH:38][C:39]([C:41]1[CH:46]=[CH:45][C:44]([OH:47])=[CH:43][CH:42]=1)=[O:40], predict the reaction product. The product is: [CH3:23][O:24][C:25]1[C:30]([CH2:31][CH:32]=[C:33]([CH3:34])[CH3:35])=[C:29]([OH:36])[CH:28]=[CH:27][C:26]=1[CH:37]=[CH:38][C:39]([C:41]1[CH:46]=[CH:45][C:44]([OH:47])=[CH:43][CH:42]=1)=[O:40].[CH3:34][C:33]([CH3:35])=[CH:32][CH2:31][C:30]1[C:25]([O:24][CH3:23])=[C:26](/[CH:37]=[CH:38]/[C:39]([C:41]2[CH:42]=[CH:43][C:44]([OH:47])=[CH:45][CH:46]=2)=[O:40])[CH:27]=[CH:28][C:29]=1[OH:36]. (5) Given the reactants [F:1][C:2]1[CH:7]=[CH:6][C:5](/[C:8](/[C:11]2[CH:12]=[N:13][C:14]([N:17]3[CH2:22][CH2:21][NH:20][CH2:19][CH2:18]3)=[N:15][CH:16]=2)=[CH:9]\[CH3:10])=[CH:4][CH:3]=1.[H][H], predict the reaction product. The product is: [F:1][C:2]1[CH:7]=[CH:6][C:5]([CH:8]([C:11]2[CH:12]=[N:13][C:14]([N:17]3[CH2:22][CH2:21][NH:20][CH2:19][CH2:18]3)=[N:15][CH:16]=2)[CH2:9][CH3:10])=[CH:4][CH:3]=1. (6) The product is: [C:6]([N:5]([CH2:23][CH2:24][CH2:25]/[CH:26]=[CH:27]/[CH2:28][CH2:29][CH2:30][CH2:31][CH3:32])[CH2:4][CH:3]=[O:2])([O:8][CH2:9][CH:10]1[C:22]2[C:17](=[CH:18][CH:19]=[CH:20][CH:21]=2)[C:16]2[C:11]1=[CH:12][CH:13]=[CH:14][CH:15]=2)=[O:7]. Given the reactants C[O:2][CH:3](OC)[CH2:4][N:5]([CH2:23][CH2:24][CH2:25]/[CH:26]=[CH:27]/[CH2:28][CH2:29][CH2:30][CH2:31][CH3:32])[C:6]([O:8][CH2:9][CH:10]1[C:22]2[C:17](=[CH:18][CH:19]=[CH:20][CH:21]=2)[C:16]2[C:11]1=[CH:12][CH:13]=[CH:14][CH:15]=2)=[O:7].C(O)(C(F)(F)F)=O, predict the reaction product. (7) Given the reactants [F:1][C:2]1[CH:3]=[C:4]([CH:17]=[CH:18][CH:19]=1)[CH2:5][N:6]1[CH:11]=[CH:10][CH:9]=[C:8]([C:12]([O:14]C)=[O:13])[C:7]1=[O:16].[OH-].[Na+], predict the reaction product. The product is: [F:1][C:2]1[CH:3]=[C:4]([CH:17]=[CH:18][CH:19]=1)[CH2:5][N:6]1[CH:11]=[CH:10][CH:9]=[C:8]([C:12]([OH:14])=[O:13])[C:7]1=[O:16].